Dataset: Full USPTO retrosynthesis dataset with 1.9M reactions from patents (1976-2016). Task: Predict the reactants needed to synthesize the given product. (1) Given the product [Cl:24][C:25]1[N:26]=[CH:27][C:28]([N:20]2[CH2:21][CH2:22][CH:17]([N:14]3[CH2:15][CH2:16][C@H:12]([NH:11][C:8]4[CH:9]=[N:10][C:5]([S:2]([CH3:1])(=[O:3])=[O:4])=[CH:6][CH:7]=4)[C:13]3=[O:23])[CH2:18][CH2:19]2)=[N:29][CH:30]=1, predict the reactants needed to synthesize it. The reactants are: [CH3:1][S:2]([C:5]1[N:10]=[CH:9][C:8]([NH:11][C@H:12]2[CH2:16][CH2:15][N:14]([CH:17]3[CH2:22][CH2:21][NH:20][CH2:19][CH2:18]3)[C:13]2=[O:23])=[CH:7][CH:6]=1)(=[O:4])=[O:3].[Cl:24][C:25]1[CH:30]=[N:29][C:28](Cl)=[CH:27][N:26]=1.CCN(C(C)C)C(C)C. (2) Given the product [Na:30].[CH3:60][O:61][CH2:62][C:63]1([CH2:69][CH2:9][O:10][C:11]2[CH:16]=[CH:15][N:14]=[C:13]([CH2:17][S:18]([C:20]3[NH:24][C:23]4[CH:25]=[CH:26][CH:27]=[CH:28][C:22]=4[N:21]=3)=[O:19])[C:12]=2[CH3:29])[O:68][CH2:67][CH2:66][CH2:65][O:64]1, predict the reactants needed to synthesize it. The reactants are: COC1OCC([CH2:9][O:10][C:11]2[CH:16]=[CH:15][N:14]=[C:13]([CH2:17][S:18]([C:20]3[NH:24][C:23]4[CH:25]=[CH:26][CH:27]=[CH:28][C:22]=4[N:21]=3)=[O:19])[C:12]=2[CH3:29])CO1.[Na:30].COC1OCC(COC2C=CN=C(CS(C3NC4C=CC=CC=4N=3)=O)C=2C)CO1.[CH3:60][O:61][CH2:62][C:63]1([CH2:69]CO)[O:68][CH2:67][CH2:66][CH2:65][O:64]1. (3) Given the product [CH3:1][C:2]1([CH3:25])[CH2:11][CH2:10][C:9]([CH3:12])([CH3:13])[C:8]2[CH:7]=[C:6]([C:14]3[O:15][C:16]([CH:19]4[CH2:24][CH2:23][N:22]([CH2:31][CH2:30][CH2:29][CH2:28][CH2:27][OH:26])[CH2:21][CH2:20]4)=[CH:17][N:18]=3)[CH:5]=[CH:4][C:3]1=2, predict the reactants needed to synthesize it. The reactants are: [CH3:1][C:2]1([CH3:25])[CH2:11][CH2:10][C:9]([CH3:13])([CH3:12])[C:8]2[CH:7]=[C:6]([C:14]3[O:15][C:16]([CH:19]4[CH2:24][CH2:23][NH:22][CH2:21][CH2:20]4)=[CH:17][N:18]=3)[CH:5]=[CH:4][C:3]1=2.[OH:26][CH2:27][CH2:28][CH2:29][CH2:30][CH:31]=O. (4) Given the product [C:28]([O:17][NH:16][C:14](=[O:15])[CH2:13][CH:12]([C:6]1[CH:7]=[CH:8][C:9]([O:10][CH3:11])=[C:4]([O:3][CH2:1][CH3:2])[CH:5]=1)[N:18]1[CH2:26][C:25]2[C:20](=[CH:21][CH:22]=[CH:23][CH:24]=2)[C:19]1=[O:27])(=[O:30])[CH3:29], predict the reactants needed to synthesize it. The reactants are: [CH2:1]([O:3][C:4]1[CH:5]=[C:6]([CH:12]([N:18]2[CH2:26][C:25]3[C:20](=[CH:21][CH:22]=[CH:23][CH:24]=3)[C:19]2=[O:27])[CH2:13][C:14]([NH:16][OH:17])=[O:15])[CH:7]=[CH:8][C:9]=1[O:10][CH3:11])[CH3:2].[C:28](OC(=O)C)(=[O:30])[CH3:29]. (5) Given the product [C:32]([C:26]1[CH:25]=[C:24]([C@@H:8]2[C@@H:9]([OH:20])[C@@H:10]([OH:16])[C@H:11]([OH:12])[C@@H:6]([CH2:5][OH:4])[O:7]2)[CH:29]=[CH:28][C:27]=1[O:30][CH3:31])#[CH:33], predict the reactants needed to synthesize it. The reactants are: C([O:4][CH2:5][C@@H:6]1[C@@H:11]([O:12]C(=O)C)[C@H:10]([O:16]C(=O)C)[C@H:9]([O:20]C(=O)C)[C@@H:8]([C:24]2[CH:29]=[CH:28][C:27]([O:30][CH3:31])=[C:26]([C:32]#[C:33][Si](C)(C)C)[CH:25]=2)[O:7]1)(=O)C.C[O-].[Na+]. (6) Given the product [O:8]=[C:7]1[C:11]2[C:10](=[CH:15][CH:14]=[CH:13][CH:12]=2)[C:9](=[O:16])[N:1]1[CH2:2][CH2:3][C:4]([OH:6])=[O:5], predict the reactants needed to synthesize it. The reactants are: [NH2:1][CH2:2][CH2:3][C:4]([OH:6])=[O:5].[C:7]1(=O)[C:11]2[CH:12]=[CH:13][CH:14]=[CH:15][C:10]=2[C:9](=[O:16])[O:8]1.C([O-])(=O)C.[K+]. (7) Given the product [Cl:16][C:10]1[CH:11]=[C:12]([NH:15][C:28](=[O:29])[C:27]2[CH:31]=[CH:32][C:24]([N:21]3[CH2:22][CH2:23][CH:18]([OH:17])[CH2:19][CH2:20]3)=[CH:25][CH:26]=2)[CH:13]=[CH:14][C:9]=1[NH:8][C:5]1[CH:4]=[CH:3][C:2]([NH:1][C:28](=[O:29])[C:27]2[CH:26]=[CH:25][C:24]([N:21]3[CH2:22][CH2:23][CH:18]([OH:17])[CH2:19][CH2:20]3)=[CH:32][CH:31]=2)=[CH:7][CH:6]=1, predict the reactants needed to synthesize it. The reactants are: [NH2:1][C:2]1[CH:7]=[CH:6][C:5]([NH:8][C:9]2[CH:14]=[CH:13][C:12]([NH2:15])=[CH:11][C:10]=2[Cl:16])=[CH:4][CH:3]=1.[OH:17][CH:18]1[CH2:23][CH2:22][N:21]([C:24]2[CH:32]=[CH:31][C:27]([C:28](O)=[O:29])=[CH:26][CH:25]=2)[CH2:20][CH2:19]1.